This data is from Catalyst prediction with 721,799 reactions and 888 catalyst types from USPTO. The task is: Predict which catalyst facilitates the given reaction. (1) Reactant: [F:1][C:2]1[CH:20]=[C:19]([S:21]([CH3:24])(=[O:23])=[O:22])[C:18]([F:25])=[CH:17][C:3]=1[O:4][C@H:5]1[CH2:9][CH2:8][N:7]([CH:10]2[CH2:15][CH2:14][NH:13][CH2:12][CH2:11]2)[C:6]1=[O:16].C(=O)([O-])[O-].[K+].[K+].[N:32]#[C:33]Br. The catalyst class is: 10. Product: [F:1][C:2]1[CH:20]=[C:19]([S:21]([CH3:24])(=[O:23])=[O:22])[C:18]([F:25])=[CH:17][C:3]=1[O:4][C@H:5]1[CH2:9][CH2:8][N:7]([CH:10]2[CH2:15][CH2:14][N:13]([C:33]#[N:32])[CH2:12][CH2:11]2)[C:6]1=[O:16]. (2) Product: [CH3:22][O:21][C:14]1[CH:13]=[C:12]([N:8]2[CH2:9][CH2:10][CH2:11][C@:6]([CH3:23])([C:4]([OH:5])=[O:3])[CH2:7]2)[CH:17]=[CH:16][C:15]=1[N+:18]([O-:20])=[O:19]. Reactant: C([O:3][C:4]([C@@:6]1([CH3:23])[CH2:11][CH2:10][CH2:9][N:8]([C:12]2[CH:17]=[CH:16][C:15]([N+:18]([O-:20])=[O:19])=[C:14]([O:21][CH3:22])[CH:13]=2)[CH2:7]1)=[O:5])C. The catalyst class is: 494.